Dataset: Tyrosyl-DNA phosphodiesterase HTS with 341,365 compounds. Task: Binary Classification. Given a drug SMILES string, predict its activity (active/inactive) in a high-throughput screening assay against a specified biological target. (1) The result is 0 (inactive). The drug is S1c2c(N(C(=O)NCCN3CCOCC3)c3c1cccc3)cccc2. (2) The drug is S(=O)(=O)(Nc1ccc(C(=O)NCC(N(C)C)c2ccccc2)cc1)c1cc(c(F)cc1)C. The result is 0 (inactive).